This data is from Peptide-MHC class II binding affinity with 134,281 pairs from IEDB. The task is: Regression. Given a peptide amino acid sequence and an MHC pseudo amino acid sequence, predict their binding affinity value. This is MHC class II binding data. (1) The peptide sequence is AAATAGTTVYGAFKA. The MHC is HLA-DPA10103-DPB10601 with pseudo-sequence HLA-DPA10103-DPB10601. The binding affinity (normalized) is 0.0747. (2) The MHC is DRB1_0301 with pseudo-sequence DRB1_0301. The peptide sequence is AAILRRHIDLLVGSATLCSALY. The binding affinity (normalized) is 0. (3) The peptide sequence is SKMSVVMRNTTWEGQ. The MHC is DRB1_0401 with pseudo-sequence DRB1_0401. The binding affinity (normalized) is 0.460. (4) The peptide sequence is EKKYFAATQFEHLAA. The MHC is HLA-DPA10301-DPB10402 with pseudo-sequence HLA-DPA10301-DPB10402. The binding affinity (normalized) is 0.881. (5) The peptide sequence is QPGVDIIEGPVKNVA. The MHC is HLA-DPA10301-DPB10402 with pseudo-sequence HLA-DPA10301-DPB10402. The binding affinity (normalized) is 0.0423. (6) The peptide sequence is GVTVIKNNMINNDLGP. The MHC is DRB1_0802 with pseudo-sequence DRB1_0802. The binding affinity (normalized) is 0.494. (7) The binding affinity (normalized) is 0.346. The MHC is HLA-DQA10102-DQB10502 with pseudo-sequence HLA-DQA10102-DQB10502. The peptide sequence is EIGWEAGTAAPDEIP. (8) The peptide sequence is DTEYYLIPVASSSKD. The MHC is DRB1_1101 with pseudo-sequence DRB1_1101. The binding affinity (normalized) is 0.853.